From a dataset of Forward reaction prediction with 1.9M reactions from USPTO patents (1976-2016). Predict the product of the given reaction. (1) Given the reactants [C:1]([C:3]1[C:4]([C:17]2[CH:22]=[CH:21][C:20]([Cl:23])=[CH:19][C:18]=2[Cl:24])=[C:5](C(O)=O)[S:6][C:7]=1[N:8]1[CH2:13][CH2:12][O:11][CH2:10][CH2:9]1)#[N:2].C1(C)C=CC=CC=1.C1(P([N:46]=[N+]=[N-])(C2C=CC=CC=2)=O)C=CC=CC=1.[NH2:49][CH2:50][CH2:51][OH:52].C1[CH2:57][O:56]CC1, predict the reaction product. The product is: [C:1]([C:3]1[C:4]([C:17]2[CH:22]=[CH:21][C:20]([Cl:23])=[CH:19][C:18]=2[Cl:24])=[C:5]([N:49]([CH2:50][CH2:51][OH:52])[C:57]([NH2:46])=[O:56])[S:6][C:7]=1[N:8]1[CH2:9][CH2:10][O:11][CH2:12][CH2:13]1)#[N:2]. (2) Given the reactants C(ON[C:10]([C@H:12]1[C@@H:17]([OH:18])[C@H:16]([OH:19])[C@@H:15]([OH:20])[CH2:14][N:13]1[S:21]([C:24]1[CH:29]=[CH:28][C:27]([O:30][CH2:31][CH2:32][O:33][CH2:34][CH3:35])=[CH:26][CH:25]=1)(=[O:23])=[O:22])=[O:11])C1C=CC=CC=1.C[OH:37], predict the reaction product. The product is: [CH2:34]([O:33][CH2:32][CH2:31][O:30][C:27]1[CH:26]=[CH:25][C:24]([S:21]([N:13]2[CH2:14][C@H:15]([OH:20])[C@@H:16]([OH:19])[C@H:17]([OH:18])[C@@H:12]2[C:10]([OH:37])=[O:11])(=[O:22])=[O:23])=[CH:29][CH:28]=1)[CH3:35]. (3) Given the reactants [Cl-].[OH:2][CH2:3][C:4]1[CH:29]=[CH:28][C:7]([CH2:8][P+](C2C=CC=CC=2)(C2C=CC=CC=2)C2C=CC=CC=2)=[CH:6][CH:5]=1.[CH:30]([C:32]1[N:37]=[CH:36][C:35]([N:38]2[CH2:43][CH2:42][N:41]([C:44]([O:46][C:47]([CH3:50])([CH3:49])[CH3:48])=[O:45])[CH2:40][CH2:39]2)=[CH:34][CH:33]=1)=O.O1CCCC1.CC(C)([O-])C.[K+], predict the reaction product. The product is: [OH:2][CH2:3][C:4]1[CH:5]=[CH:6][C:7]([CH:8]=[CH:30][C:32]2[N:37]=[CH:36][C:35]([N:38]3[CH2:43][CH2:42][N:41]([C:44]([O:46][C:47]([CH3:50])([CH3:49])[CH3:48])=[O:45])[CH2:40][CH2:39]3)=[CH:34][CH:33]=2)=[CH:28][CH:29]=1. (4) Given the reactants [N-]=[N+]=[N-].[N:4]([C@H:7]1[CH2:11][N:10]([C:12]([O:14][CH2:15][C:16]2[CH:21]=[CH:20][CH:19]=[CH:18][CH:17]=2)=[O:13])[C@@H:9]2[C@@H:22]([OH:25])[CH2:23][O:24][C@H:8]12)=[N+]=[N-].C1(P(C2C=CC=CC=2)C2C=CC=CC=2)C=CC=CC=1.ClC1C=CC=C(C(OO)=O)C=1.C(=O)([O-])[O-].[Na+].[Na+].[C:62]([O:66][C:67](=O)[O:68]C(C)(C)C)([CH3:65])([CH3:64])[CH3:63], predict the reaction product. The product is: [C:62]([O:66][C:67]([NH:4][C@H:7]1[CH2:11][N:10]([C:12]([O:14][CH2:15][C:16]2[CH:21]=[CH:20][CH:19]=[CH:18][CH:17]=2)=[O:13])[C@@H:9]2[C@@H:22]([OH:25])[CH2:23][O:24][C@@H:8]12)=[O:68])([CH3:65])([CH3:64])[CH3:63]. (5) Given the reactants [Cl:1][C:2]1[N:3]=[C:4]([N:18]2[CH2:23][CH2:22][O:21][CH2:20][CH2:19]2)[C:5]2[S:10][C:9]([CH2:11][N:12]3[CH2:17][CH2:16][NH:15][CH2:14][CH2:13]3)=[CH:8][C:6]=2[N:7]=1.C([N:31]1[CH2:36][CH2:35][NH:34][CH2:33][CH2:32]1)(OC(C)(C)C)=O.Cl.N1C=CN=C1C=O, predict the reaction product. The product is: [Cl:1][C:2]1[N:3]=[C:4]([N:18]2[CH2:19][CH2:20][O:21][CH2:22][CH2:23]2)[C:5]2[S:10][C:9]([CH2:11][N:12]3[CH2:17][CH2:16][N:15]([CH2:36][C:35]4[NH:31][CH:32]=[CH:33][N:34]=4)[CH2:14][CH2:13]3)=[CH:8][C:6]=2[N:7]=1. (6) Given the reactants [CH3:1][O:2][C:3]1[CH:4]=[C:5]2[C:10](=[CH:11][C:12]=1[O:13][CH3:14])[N:9]=[CH:8][N:7]=[C:6]2[O:15][C:16]1[CH:22]=[CH:21][C:19]([NH2:20])=[C:18]([N+:23]([O-:25])=[O:24])[CH:17]=1.Cl[C:27](Cl)([O:29][C:30](=[O:36])OC(Cl)(Cl)Cl)Cl.[CH2:38](O)[CH2:39][CH2:40][CH2:41][CH2:42]C.C(=O)(O)[O-].[Na+], predict the reaction product. The product is: [CH3:1][O:2][C:3]1[CH:4]=[C:5]2[C:10](=[CH:11][C:12]=1[O:13][CH3:14])[N:9]=[CH:8][N:7]=[C:6]2[O:15][C:16]1[CH:22]=[CH:21][C:19]([NH:20][C:30](=[O:36])[O:29][CH2:27][CH2:38][CH2:39][CH2:40][CH2:41][CH3:42])=[C:18]([N+:23]([O-:25])=[O:24])[CH:17]=1.